From a dataset of Forward reaction prediction with 1.9M reactions from USPTO patents (1976-2016). Predict the product of the given reaction. (1) Given the reactants C[O:2][C:3]1[CH:8]=[CH:7][CH:6]=[CH:5][C:4]=1[C:9]1[CH:10]=[N:11][NH:12][CH:13]=1.B(Br)(Br)Br, predict the reaction product. The product is: [NH:11]1[CH:10]=[C:9]([C:4]2[CH:5]=[CH:6][CH:7]=[CH:8][C:3]=2[OH:2])[CH:13]=[N:12]1. (2) The product is: [F:1][C:2]1[CH:3]=[C:4]([C:5]2[O:6][CH:12]=[CH:13][N:7]=2)[CH:8]=[CH:9][C:10]=1[CH3:11]. Given the reactants [F:1][C:2]1[CH:3]=[C:4]([CH:8]=[CH:9][C:10]=1[CH3:11])[C:5]([NH2:7])=[O:6].[CH2:12](OC(OCC)CBr)[CH3:13], predict the reaction product. (3) Given the reactants [N:1]1([S:6]([N:9]2[CH2:14][CH2:13][O:12][CH2:11][CH2:10]2)(=[O:8])=[O:7])[CH:5]=[CH:4][N:3]=[CH:2]1.[F:15][C:16]([F:23])([F:22])[S:17]([O:20]C)(=[O:19])=[O:18], predict the reaction product. The product is: [F:15][C:16]([F:23])([F:22])[S:17]([O-:20])(=[O:19])=[O:18].[CH3:16][N+:3]1[CH:4]=[CH:5][N:1]([S:6]([N:9]2[CH2:10][CH2:11][O:12][CH2:13][CH2:14]2)(=[O:7])=[O:8])[CH:2]=1. (4) Given the reactants Br[C:2]1[CH:3]=[C:4]([S:8]([CH2:11][CH2:12][OH:13])(=[O:10])=[O:9])[CH:5]=[CH:6][CH:7]=1.[CH3:14][C@@H:15]1[CH2:19][CH2:18][CH2:17][N:16]1[CH2:20][CH2:21][C:22]1[CH:27]=[CH:26][C:25](B(O)O)=[CH:24][CH:23]=1, predict the reaction product. The product is: [CH3:14][C@@H:15]1[CH2:19][CH2:18][CH2:17][N:16]1[CH2:20][CH2:21][C:22]1[CH:27]=[CH:26][C:25]([C:2]2[CH:7]=[CH:6][CH:5]=[C:4]([S:8]([CH2:11][CH2:12][OH:13])(=[O:10])=[O:9])[CH:3]=2)=[CH:24][CH:23]=1. (5) Given the reactants [C:1]([O:5][C:6](=[O:20])[NH:7][C:8]([C:12]1[CH:17]=[C:16]([Br:18])[CH:15]=[CH:14][C:13]=1[F:19])([CH3:11])[CH2:9][OH:10])([CH3:4])([CH3:3])[CH3:2].[S:21](Cl)(Cl)=[O:22].N1C=CC=CC=1.Cl.[OH2:32], predict the reaction product. The product is: [C:1]([O:5][C:6]([N:7]1[C:8]([C:12]2[CH:17]=[C:16]([Br:18])[CH:15]=[CH:14][C:13]=2[F:19])([CH3:11])[CH2:9][O:10][S:21]1(=[O:22])=[O:32])=[O:20])([CH3:2])([CH3:3])[CH3:4]. (6) Given the reactants C(=O)([O-])[O-].[Cs+].[Cs+].I[C:8]1[CH:13]=[CH:12][C:11]([CH3:14])=[CH:10][CH:9]=1.[CH3:15][O:16][C:17]1[CH:22]=[CH:21][C:20]([OH:23])=[CH:19][CH:18]=1, predict the reaction product. The product is: [CH3:15][O:16][C:17]1[CH:22]=[CH:21][C:20]([O:23][C:8]2[CH:13]=[CH:12][C:11]([CH3:14])=[CH:10][CH:9]=2)=[CH:19][CH:18]=1.